This data is from Catalyst prediction with 721,799 reactions and 888 catalyst types from USPTO. The task is: Predict which catalyst facilitates the given reaction. (1) Reactant: [CH3:1][C:2]1[CH:3]=[CH:4][C:5]([C:8]2[N:9]([C:17]3[CH:22]=[CH:21][C:20](SC)=[CH:19][CH:18]=3)[CH:10]=[C:11]([C:13]([F:16])([F:15])[F:14])[N:12]=2)=[N:6][CH:7]=1.O[O:26][S:27]([O-:29])=O.[K+].[CH3:31]O. Product: [CH3:1][C:2]1[CH:3]=[CH:4][C:5]([C:8]2[N:9]([C:17]3[CH:22]=[CH:21][C:20]([S:27]([CH3:31])(=[O:29])=[O:26])=[CH:19][CH:18]=3)[CH:10]=[C:11]([C:13]([F:15])([F:14])[F:16])[N:12]=2)=[N:6][CH:7]=1. The catalyst class is: 6. (2) Reactant: C(O)(C(F)(F)F)=O.C(=O)(OC(C)(C)C)[O:9][C:10]1[C:38]2[C:37](=[O:39])[C:36]3[C@H:16]([CH2:17][C@@H:18]4[C@:34]([O:41][Si](C(C)(C)C)(C)C)([C:35]=3[OH:40])[C:33](=[O:49])[C:21]3[C:22]([O:25][CH2:26][C:27]5[CH:32]=[CH:31][CH:30]=[CH:29][CH:28]=5)=[N:23][O:24][C:20]=3[C@H:19]4[N:50]([CH3:52])[CH3:51])[CH2:15][C:14]=2[C:13]([O:53][CH3:54])=[CH:12][CH:11]=1.OP([O-])([O-])=O.[K+].[K+]. Product: [CH2:26]([O:25][C:22]1[C:21]2[C:33](=[O:49])[C@:34]3([OH:41])[C@H:18]([C@H:19]([N:50]([CH3:51])[CH3:52])[C:20]=2[O:24][N:23]=1)[CH2:17][C@H:16]1[C:36]([C:37](=[O:39])[C:38]2[C:10]([OH:9])=[CH:11][CH:12]=[C:13]([O:53][CH3:54])[C:14]=2[CH2:15]1)=[C:35]3[OH:40])[C:27]1[CH:28]=[CH:29][CH:30]=[CH:31][CH:32]=1. The catalyst class is: 23.